This data is from Forward reaction prediction with 1.9M reactions from USPTO patents (1976-2016). The task is: Predict the product of the given reaction. (1) Given the reactants [F:1][C:2]1[CH:7]=[CH:6][CH:5]=[CH:4][C:3]=1[C@H:8]([O:10][C:11](=[O:26])[NH:12][C:13]1[C:14]([CH3:25])=[N:15][O:16][C:17]=1[C:18]1[CH:23]=[CH:22][C:21]([OH:24])=[CH:20][CH:19]=1)[CH3:9].Br[CH2:28][C:29]1[CH:38]=[CH:37][C:32]([C:33]([O:35][CH3:36])=[O:34])=[CH:31][CH:30]=1, predict the reaction product. The product is: [CH3:36][O:35][C:33](=[O:34])[C:32]1[CH:37]=[CH:38][C:29]([CH2:28][O:24][C:21]2[CH:20]=[CH:19][C:18]([C:17]3[O:16][N:15]=[C:14]([CH3:25])[C:13]=3[NH:12][C:11]([O:10][C@@H:8]([C:3]3[CH:4]=[CH:5][CH:6]=[CH:7][C:2]=3[F:1])[CH3:9])=[O:26])=[CH:23][CH:22]=2)=[CH:30][CH:31]=1. (2) Given the reactants C(OC([NH:8][C:9]([NH:18][CH2:19][CH2:20][CH2:21][CH2:22][C:23]([NH:25][C:26]1[C:27]([S:60][CH2:61][CH2:62][NH:63]C(OC(C)(C)C)=O)=[C:28]([NH:36][C:37]([NH:39][C:40]2[CH:59]=[CH:58][C:43]([O:44][C:45]3[CH:46]=[C:47]([NH+:55]([O-:57])[OH:56])[CH:48]=[C:49]([C:51]([F:54])([F:53])[F:52])[CH:50]=3)=[CH:42][CH:41]=2)=[O:38])[CH:29]=[C:30]([C:32]([F:35])([F:34])[F:33])[CH:31]=1)=[O:24])=[N:10]C(OC(C)(C)C)=O)=O)(C)(C)C.FC(F)(F)C(O)=O, predict the reaction product. The product is: [NH2:63][CH2:62][CH2:61][S:60][C:27]1[C:28]([NH:36][C:37]([NH:39][C:40]2[CH:41]=[CH:42][C:43]([O:44][C:45]3[CH:46]=[C:47]([N+:55]([O-:57])=[O:56])[CH:48]=[C:49]([C:51]([F:52])([F:54])[F:53])[CH:50]=3)=[CH:58][CH:59]=2)=[O:38])=[CH:29][C:30]([C:32]([F:35])([F:34])[F:33])=[CH:31][C:26]=1[NH:25][C:23]([CH2:22][CH2:21][CH2:20][CH2:19][NH:18][C:9]([NH2:10])=[NH:8])=[O:24]. (3) Given the reactants [CH:1]([N:4]1[CH2:9][CH2:8][N:7]([C:10]2[CH:15]=[CH:14][C:13]([N+:16]([O-])=O)=[CH:12][N:11]=2)[CH2:6][CH2:5]1)([CH3:3])[CH3:2].CCO.O.N, predict the reaction product. The product is: [CH:1]([N:4]1[CH2:5][CH2:6][N:7]([C:10]2[N:11]=[CH:12][C:13]([NH2:16])=[CH:14][CH:15]=2)[CH2:8][CH2:9]1)([CH3:3])[CH3:2]. (4) Given the reactants [F:1][C:2]1[CH:7]=[CH:6][C:5]([C:8](=O)[C:9]([C:11]2[CH:16]=[CH:15][N:14]=[CH:13][CH:12]=2)=O)=[CH:4][CH:3]=1.[NH2:18][CH2:19][CH2:20][NH2:21], predict the reaction product. The product is: [F:1][C:2]1[CH:7]=[CH:6][C:5]([C:8]2[C:9]([C:11]3[CH:16]=[CH:15][N:14]=[CH:13][CH:12]=3)=[N:21][CH2:20][CH2:19][N:18]=2)=[CH:4][CH:3]=1. (5) Given the reactants [CH:1]1([C:7]2[CH:12]=[CH:11][C:10]([CH:13]3[CH2:15][CH:14]3[C:16]([NH:18][NH2:19])=[O:17])=[CH:9][CH:8]=2)[CH2:6][CH2:5][CH2:4][CH2:3][CH2:2]1.[CH:20]1[C:29]2[CH:28]=[CH:27][CH:26]=[C:25]([CH:30]=O)[C:24]=2[CH:23]=[CH:22][N:21]=1.C(O)(=O)C, predict the reaction product. The product is: [CH:1]1([C:7]2[CH:8]=[CH:9][C:10]([CH:13]3[CH2:15][CH:14]3[C:16]([NH:18]/[N:19]=[CH:30]/[C:25]3[CH:26]=[CH:27][CH:28]=[C:29]4[C:24]=3[CH:23]=[CH:22][N:21]=[CH:20]4)=[O:17])=[CH:11][CH:12]=2)[CH2:2][CH2:3][CH2:4][CH2:5][CH2:6]1. (6) Given the reactants [Cl:1][C:2]1[C:7]([O:8][CH2:9][O:10][CH3:11])=[CH:6][CH:5]=[C:4](I)[N:3]=1.[CH3:13][NH2:14], predict the reaction product. The product is: [Cl:1][C:2]1[N:3]=[C:4]([NH:14][CH3:13])[CH:5]=[CH:6][C:7]=1[O:8][CH2:9][O:10][CH3:11].